Task: Predict the product of the given reaction.. Dataset: Forward reaction prediction with 1.9M reactions from USPTO patents (1976-2016) (1) Given the reactants Br[C:2]1[CH:3]=[C:4]2[C:8](=[CH:9][C:10]=1[N+:11]([O-:13])=[O:12])[C:7](=[O:14])[CH2:6][CH2:5]2.[CH2:15](OB(C=C)OCCCC)[CH2:16]CC.C([O-])([O-])=O.[Na+].[Na+], predict the reaction product. The product is: [N+:11]([C:10]1[CH:9]=[C:8]2[C:4]([CH2:5][CH2:6][C:7]2=[O:14])=[CH:3][C:2]=1[CH:15]=[CH2:16])([O-:13])=[O:12]. (2) The product is: [C:1]1([C:33]2[CH:34]=[CH:35][CH:36]=[CH:37][CH:38]=2)[CH:2]=[CH:3][C:4]([C:7]([N:9]([CH2:11][C:12]2[CH:13]=[C:14]([C:18]3[CH:23]=[CH:22][C:21]([CH2:24][C@H:25]([O:30][CH2:31][CH3:32])[C:26]([OH:28])=[O:27])=[CH:20][CH:19]=3)[CH:15]=[CH:16][CH:17]=2)[CH3:10])=[O:8])=[CH:5][CH:6]=1. Given the reactants [C:1]1([C:33]2[CH:38]=[CH:37][CH:36]=[CH:35][CH:34]=2)[CH:6]=[CH:5][C:4]([C:7]([N:9]([CH2:11][C:12]2[CH:13]=[C:14]([C:18]3[CH:23]=[CH:22][C:21]([CH2:24][C@H:25]([O:30][CH2:31][CH3:32])[C:26]([O:28]C)=[O:27])=[CH:20][CH:19]=3)[CH:15]=[CH:16][CH:17]=2)[CH3:10])=[O:8])=[CH:3][CH:2]=1.O.[OH-].[Li+].O.CO, predict the reaction product. (3) Given the reactants Br[C:2]1[CH:7]=[C:6]([CH:8]=[O:9])[C:5]([O:10][CH3:11])=[CH:4][C:3]=1[C:12]1[CH:17]=[CH:16][C:15]([F:18])=[CH:14][CH:13]=1.[C:19]1(B2OC(C)(C)C(C)(C)O2)[CH2:24][CH2:23][CH2:22][CH2:21][CH:20]=1, predict the reaction product. The product is: [C:19]1([C:2]2[CH:7]=[C:6]([CH:8]=[O:9])[C:5]([O:10][CH3:11])=[CH:4][C:3]=2[C:12]2[CH:17]=[CH:16][C:15]([F:18])=[CH:14][CH:13]=2)[CH2:24][CH2:23][CH2:22][CH2:21][CH:20]=1. (4) Given the reactants NC1C=C(C=CC=1)O[C:6]1[CH:14]=[C:13]2[C:9]([CH2:10][C:11](=[O:15])[NH:12]2)=[CH:8][CH:7]=1.Cl.C[N:21]1[CH2:26][CH2:25][N:24]([C:27]2[CH:28]=[C:29]([CH:33]=[C:34]([C:36]([F:39])([F:38])[F:37])[CH:35]=2)[C:30]([OH:32])=O)[CH2:23]C1.C([N:43](CC)[CH:44]([CH3:46])[CH3:45])(C)C.CN(C(O[N:57]1N=N[C:59]2[CH:60]=CC=N[C:58]1=2)=[N+](C)C)C.F[P-](F)(F)(F)(F)F.[CH3:73]N(C=O)C, predict the reaction product. The product is: [CH3:73][C:26]1[N:21]=[CH:23][N:24]([C:27]2[CH:28]=[C:29]([CH:33]=[C:34]([C:36]([F:37])([F:38])[F:39])[CH:35]=2)[C:30]([NH:57][C:58]2[CH:59]=[CH:60][CH:45]=[C:44]([NH:43][C:6]3[CH:14]=[C:13]4[C:9]([CH2:10][C:11](=[O:15])[NH:12]4)=[CH:8][CH:7]=3)[CH:46]=2)=[O:32])[CH:25]=1.